From a dataset of Peptide-MHC class I binding affinity with 185,985 pairs from IEDB/IMGT. Regression. Given a peptide amino acid sequence and an MHC pseudo amino acid sequence, predict their binding affinity value. This is MHC class I binding data. (1) The peptide sequence is KYYNDILKL. The MHC is HLA-A01:01 with pseudo-sequence HLA-A01:01. The binding affinity (normalized) is 0.0847. (2) The peptide sequence is AEALLADGL. The MHC is HLA-B27:05 with pseudo-sequence HLA-B27:05. The binding affinity (normalized) is 0.0847. (3) The peptide sequence is LYSFALMLI. The MHC is HLA-B27:05 with pseudo-sequence HLA-B27:05. The binding affinity (normalized) is 0.213. (4) The peptide sequence is ELDEIGEDV. The MHC is HLA-B08:01 with pseudo-sequence HLA-B08:01. The binding affinity (normalized) is 0.0847. (5) The peptide sequence is RPRGAPTPT. The MHC is HLA-B44:02 with pseudo-sequence HLA-B44:02. The binding affinity (normalized) is 0.213. (6) The peptide sequence is HLAAQGMAY. The MHC is HLA-B54:01 with pseudo-sequence HLA-B54:01. The binding affinity (normalized) is 0. (7) The peptide sequence is ETKKTMLAL. The MHC is HLA-B27:05 with pseudo-sequence HLA-B27:05. The binding affinity (normalized) is 0.0847. (8) The peptide sequence is SIKFKRKLM. The MHC is HLA-B48:01 with pseudo-sequence HLA-B48:01. The binding affinity (normalized) is 0.0847. (9) The peptide sequence is CYMHVSDYY. The MHC is HLA-A03:01 with pseudo-sequence HLA-A03:01. The binding affinity (normalized) is 0.0847. (10) The peptide sequence is AVYLLDGLR. The MHC is HLA-A31:01 with pseudo-sequence HLA-A31:01. The binding affinity (normalized) is 0.610.